From a dataset of Forward reaction prediction with 1.9M reactions from USPTO patents (1976-2016). Predict the product of the given reaction. (1) Given the reactants [CH3:1][N:2]1[CH2:7][CH2:6][NH:5][CH2:4][CH2:3]1.[CH:8]([C:10]1[CH:18]=[CH:17][C:13]([C:14](O)=[O:15])=[CH:12][CH:11]=1)=[O:9], predict the reaction product. The product is: [CH3:1][N:2]1[CH2:7][CH2:6][N:5]([C:8]([C:10]2[CH:18]=[CH:17][C:13]([CH:14]=[O:15])=[CH:12][CH:11]=2)=[O:9])[CH2:4][CH2:3]1. (2) Given the reactants [Cl:1][C:2]1[C:7]([C:8](Cl)=[O:9])=[C:6]([Cl:11])[N:5]=[CH:4][N:3]=1.[Si:12]([O:19][CH2:20][CH2:21][NH:22][C:23]1[CH:28]=[CH:27][C:26]([CH:29]2[CH2:34][CH2:33][CH:32]([CH2:35][C:36]([O:38][CH3:39])=[O:37])[CH2:31][CH2:30]2)=[CH:25][C:24]=1[F:40])([C:15]([CH3:18])([CH3:17])[CH3:16])([CH3:14])[CH3:13], predict the reaction product. The product is: [Si:12]([O:19][CH2:20][CH2:21][N:22]([C:23]1[CH:28]=[CH:27][C:26]([CH:29]2[CH2:34][CH2:33][CH:32]([CH2:35][C:36]([O:38][CH3:39])=[O:37])[CH2:31][CH2:30]2)=[CH:25][C:24]=1[F:40])[C:8]([C:7]1[C:6]([Cl:11])=[N:5][CH:4]=[N:3][C:2]=1[Cl:1])=[O:9])([C:15]([CH3:18])([CH3:17])[CH3:16])([CH3:14])[CH3:13]. (3) Given the reactants C(OC([NH:8][CH2:9][C:10]([C:13]1[CH:22]=[C:21]2[C:16]([CH:17]=[C:18]([C:27]([O:29][CH2:30][CH3:31])=[O:28])[CH:19]([C:23]([F:26])([F:25])[F:24])[O:20]2)=[CH:15][CH:14]=1)([CH3:12])[CH3:11])=O)(C)(C)C.[Cl:32]Cl, predict the reaction product. The product is: [ClH:32].[Cl:32][C:14]1[CH:15]=[C:16]2[C:21](=[CH:22][C:13]=1[C:10]([CH3:12])([CH3:11])[CH2:9][NH2:8])[O:20][CH:19]([C:23]([F:26])([F:25])[F:24])[C:18]([C:27]([O:29][CH2:30][CH3:31])=[O:28])=[CH:17]2. (4) Given the reactants [Cl:1][C:2]1[N:3]=[C:4]([N:13]2[CH2:18][CH2:17][O:16][CH2:15][CH2:14]2)[C:5]2[S:10][C:9]([CH:11]=O)=[CH:8][C:6]=2[N:7]=1.[NH:19]1[CH2:24][CH2:23][CH:22]([CH2:25][N:26]2[CH2:31][CH2:30][CH2:29][CH2:28][CH2:27]2)[CH2:21][CH2:20]1, predict the reaction product. The product is: [Cl:1][C:2]1[N:3]=[C:4]([N:13]2[CH2:18][CH2:17][O:16][CH2:15][CH2:14]2)[C:5]2[S:10][C:9]([CH2:11][N:19]3[CH2:20][CH2:21][CH:22]([CH2:25][N:26]4[CH2:31][CH2:30][CH2:29][CH2:28][CH2:27]4)[CH2:23][CH2:24]3)=[CH:8][C:6]=2[N:7]=1. (5) Given the reactants C[O:2][C:3](=O)[C:4]1[CH:9]=[CH:8][C:7]([Br:10])=[CH:6][C:5]=1[CH2:11]Br.[NH3:14].CO, predict the reaction product. The product is: [Br:10][C:7]1[CH:6]=[C:5]2[C:4](=[CH:9][CH:8]=1)[C:3](=[O:2])[NH:14][CH2:11]2. (6) The product is: [CH3:15][O:14][CH2:13][O:12][C:10]1[C:9]([N+:16]([O-:18])=[O:17])=[CH:8][C:6]2[CH:7]([NH:35][CH2:34][CH2:33][C:27]3[CH:32]=[CH:31][CH:30]=[CH:29][CH:28]=3)[CH2:2][C:3]([CH3:20])([CH3:19])[O:4][C:5]=2[CH:11]=1. Given the reactants O1[CH:7]2[CH:2]1[C:3]([CH3:20])([CH3:19])[O:4][C:5]1[CH:11]=[C:10]([O:12][CH2:13][O:14][CH3:15])[C:9]([N+:16]([O-:18])=[O:17])=[CH:8][C:6]=12.Cl([O-])(=O)(=O)=O.[Li+].[C:27]1([CH2:33][CH2:34][NH2:35])[CH:32]=[CH:31][CH:30]=[CH:29][CH:28]=1.C(=O)([O-])O.[Na+], predict the reaction product. (7) Given the reactants [CH3:1][O:2][C@H:3]1[C:8]([CH3:10])([CH3:9])[O:7][C@@H:6]([O:11][C:12]2[C:21]([C:22]3[CH:27]=[CH:26][CH:25]=[CH:24][CH:23]=3)=[C:20]3[C:15]([CH:16]=[C:17]([NH:29][C:30](=[O:39])OCC4C=CC=CC=4)[C:18](=[O:28])[O:19]3)=[CH:14][CH:13]=2)[C@@H:5]2[O:40]C(=O)[O:42][C@H:4]12.CCN=C=NCCCN(C)C.[NH:55]1[C:63]2[C:58](=[CH:59][CH:60]=[CH:61][CH:62]=2)[CH:57]=[C:56]1C(O)=O.C(=O)([O-])[O-], predict the reaction product. The product is: [OH:40][C@@H:5]1[C@H:4]([OH:42])[C@@H:3]([O:2][CH3:1])[C:8]([CH3:10])([CH3:9])[O:7][C@H:6]1[O:11][C:12]1[C:21]([C:22]2[CH:27]=[CH:26][CH:25]=[CH:24][CH:23]=2)=[C:20]2[C:15]([CH:16]=[C:17]([NH:29][C:30]([C:56]3[NH:55][C:63]4[C:58]([CH:57]=3)=[CH:59][CH:60]=[CH:61][CH:62]=4)=[O:39])[C:18](=[O:28])[O:19]2)=[CH:14][CH:13]=1. (8) Given the reactants Br[C:2]1[CH:7]=[CH:6][N:5]2[C:8]([C:11]([NH:13][C:14]3[CH:19]=[C:18]([C:20](=[O:31])[NH:21][CH2:22][C:23]4[CH:28]=[CH:27][C:26]([F:29])=[C:25]([F:30])[CH:24]=4)[CH:17]=[CH:16][C:15]=3[F:32])=[O:12])=[CH:9][N:10]=[C:4]2[CH:3]=1.CC1(C)C(C)(C)OB([C:41]2[CH:42]=[CH:43][C:44]([CH:47]=[O:48])=[N:45][CH:46]=2)O1.C(=O)([O-])[O-].[Cs+].[Cs+].C(Cl)Cl, predict the reaction product. The product is: [F:30][C:25]1[CH:24]=[C:23]([CH:28]=[CH:27][C:26]=1[F:29])[CH2:22][NH:21][C:20]([C:18]1[CH:17]=[CH:16][C:15]([F:32])=[C:14]([NH:13][C:11]([C:8]2[N:5]3[CH:6]=[CH:7][C:2]([C:41]4[CH:46]=[N:45][C:44]([CH:47]=[O:48])=[CH:43][CH:42]=4)=[CH:3][C:4]3=[N:10][CH:9]=2)=[O:12])[CH:19]=1)=[O:31]. (9) Given the reactants C[Li].C([O:5][CH2:6][CH3:7])C.[Br:8][C:9]1[CH:14]=[CH:13][C:12]([C:15]2[CH:20]=[CH:19][C:18]([CH2:21]C(N(OC)C)=O)=[CH:17][CH:16]=2)=[CH:11][CH:10]=1.O, predict the reaction product. The product is: [Br:8][C:9]1[CH:10]=[CH:11][C:12]([C:15]2[CH:20]=[CH:19][C:18]([CH2:21][C:6](=[O:5])[CH3:7])=[CH:17][CH:16]=2)=[CH:13][CH:14]=1. (10) Given the reactants [Cl:1][C:2]1[CH:3]=[C:4]([C:9]2([C:22]([F:25])([F:24])[F:23])[O:13][N:12]=[C:11]([C:14]3[CH:15]=[CH:16][C:17]([CH3:21])=[C:18]([CH:20]=3)[NH2:19])[CH2:10]2)[CH:5]=[C:6]([Cl:8])[CH:7]=1.[F:26][C:27]([F:32])([F:31])[C:28](O)=[O:29].Cl.C(N(CC)CCCN=C=NCC)C.C(=O)([O-])O.[Na+], predict the reaction product. The product is: [Cl:1][C:2]1[CH:3]=[C:4]([C:9]2([C:22]([F:23])([F:25])[F:24])[O:13][N:12]=[C:11]([C:14]3[CH:15]=[CH:16][C:17]([CH3:21])=[C:18]([NH:19][C:28](=[O:29])[C:27]([F:32])([F:31])[F:26])[CH:20]=3)[CH2:10]2)[CH:5]=[C:6]([Cl:8])[CH:7]=1.